This data is from NCI-60 drug combinations with 297,098 pairs across 59 cell lines. The task is: Regression. Given two drug SMILES strings and cell line genomic features, predict the synergy score measuring deviation from expected non-interaction effect. (1) Drug 1: CS(=O)(=O)OCCCCOS(=O)(=O)C. Drug 2: C1CC(=O)NC(=O)C1N2C(=O)C3=CC=CC=C3C2=O. Cell line: HCT116. Synergy scores: CSS=8.91, Synergy_ZIP=-0.670, Synergy_Bliss=-1.56, Synergy_Loewe=-4.23, Synergy_HSA=-5.18. (2) Drug 1: C1C(C(OC1N2C=NC(=NC2=O)N)CO)O. Drug 2: B(C(CC(C)C)NC(=O)C(CC1=CC=CC=C1)NC(=O)C2=NC=CN=C2)(O)O. Cell line: RXF 393. Synergy scores: CSS=54.0, Synergy_ZIP=-0.326, Synergy_Bliss=0.830, Synergy_Loewe=-20.4, Synergy_HSA=0.716.